From a dataset of Full USPTO retrosynthesis dataset with 1.9M reactions from patents (1976-2016). Predict the reactants needed to synthesize the given product. Given the product [ClH:23].[I:19][C:20]1[CH:27]=[CH:26][CH:25]=[CH:24][C:21]=1[CH2:22][S:18][C:9]1[NH:8][C@H:7]([C:1]2[CH:2]=[CH:3][CH:4]=[CH:5][CH:6]=2)[C@H:11]([C:12]2[CH:13]=[CH:14][CH:15]=[CH:16][CH:17]=2)[N:10]=1, predict the reactants needed to synthesize it. The reactants are: [C:1]1([C@H:7]2[C@@H:11]([C:12]3[CH:17]=[CH:16][CH:15]=[CH:14][CH:13]=3)[NH:10][C:9](=[S:18])[NH:8]2)[CH:6]=[CH:5][CH:4]=[CH:3][CH:2]=1.[I:19][C:20]1[CH:27]=[CH:26][CH:25]=[CH:24][C:21]=1[CH2:22][Cl:23].